From a dataset of Catalyst prediction with 721,799 reactions and 888 catalyst types from USPTO. Predict which catalyst facilitates the given reaction. (1) Reactant: [F:1][C:2]1[CH:8]=[C:7]([I:9])[CH:6]=[CH:5][C:3]=1[NH2:4].[Li+].C[Si]([N-][Si](C)(C)C)(C)C.F[C:21]1[C:29]([F:30])=[C:28]([F:31])[C:27]([N+:32]([O-:34])=[O:33])=[CH:26][C:22]=1[C:23]([OH:25])=[O:24]. Product: [F:30][C:29]1[C:21]([NH:4][C:3]2[CH:5]=[CH:6][C:7]([I:9])=[CH:8][C:2]=2[F:1])=[C:22]([CH:26]=[C:27]([N+:32]([O-:34])=[O:33])[C:28]=1[F:31])[C:23]([OH:25])=[O:24]. The catalyst class is: 1. (2) Product: [Br:1][C:2]1[CH:3]=[C:4]([N:8]2[C:16]3[C:11](=[CH:12][C:13]([C:25]4[CH:26]=[CH:27][N:23]([CH3:22])[N:24]=4)=[CH:14][CH:15]=3)[C:10]([C:18]([O:20][CH3:21])=[O:19])=[N:9]2)[CH:5]=[CH:6][CH:7]=1. The catalyst class is: 149. Reactant: [Br:1][C:2]1[CH:3]=[C:4]([N:8]2[C:16]3[C:11](=[CH:12][C:13](I)=[CH:14][CH:15]=3)[C:10]([C:18]([O:20][CH3:21])=[O:19])=[N:9]2)[CH:5]=[CH:6][CH:7]=1.[CH3:22][N:23]1[CH:27]=[CH:26][C:25](B2OC(C)(C)C(C)(C)O2)=[N:24]1.[Cl-].[Li+].C(=O)([O-])[O-].[Na+].[Na+]. (3) Product: [CH2:17]([N:19]([CH2:23][CH3:24])[CH2:20][CH2:21][NH:22][C:6]([C:8]1[C:9]([CH3:16])=[C:10](/[CH:14]=[C:29]2\[C:30](=[O:35])[NH:31][C:32]3[C:28]\2=[CH:27][C:26]([F:25])=[CH:34][CH:33]=3)[NH:11][C:12]=1[CH3:13])=[O:7])[CH3:18]. Reactant: N1([C:6]([C:8]2[C:9]([CH3:16])=[C:10]([CH:14]=O)[NH:11][C:12]=2[CH3:13])=[O:7])C=CN=C1.[CH2:17]([N:19]([CH2:23][CH3:24])[CH2:20][CH2:21][NH2:22])[CH3:18].[F:25][C:26]1[CH:27]=[C:28]2[C:32](=[CH:33][CH:34]=1)[NH:31][C:30](=[O:35])[CH2:29]2.C(N(CC)CC)C. The catalyst class is: 10. (4) Product: [Cl:8][C:4]1[CH:5]=[CH:6][CH:7]=[C:2]([Cl:1])[C:3]=1[CH2:9][S:10]([C:13]1[CH:14]=[C:15]2[C:19](=[CH:20][CH:21]=1)[NH:18][C:17](=[O:22])/[C:16]/2=[CH:36]\[C:32]1[NH:33][C:34]([CH3:35])=[C:30]([CH2:29][N:26]2[CH2:27][CH2:28][C@@H:24]([OH:23])[CH2:25]2)[C:31]=1[CH3:38])(=[O:12])=[O:11]. The catalyst class is: 360. Reactant: [Cl:1][C:2]1[CH:7]=[CH:6][CH:5]=[C:4]([Cl:8])[C:3]=1[CH2:9][S:10]([C:13]1[CH:14]=[C:15]2[C:19](=[CH:20][CH:21]=1)[NH:18][C:17](=[O:22])[CH2:16]2)(=[O:12])=[O:11].[OH:23][C@@H:24]1[CH2:28][CH2:27][N:26]([CH2:29][C:30]2[C:31]([CH3:38])=[C:32]([CH:36]=O)[NH:33][C:34]=2[CH3:35])[CH2:25]1. (5) Reactant: [CH2:1]([O:8][C:9]1[CH:14]=[CH:13][CH:12]=[CH:11][C:10]=1[NH:15][S:16]([C:19]1[CH:24]=[CH:23][CH:22]=[C:21]([N+:25]([O-:27])=[O:26])[CH:20]=1)(=[O:18])=[O:17])[C:2]1[CH:7]=[CH:6][CH:5]=[CH:4][CH:3]=1.Br[CH:29]([CH3:34])[C:30]([O:32][CH3:33])=[O:31].C(=O)([O-])[O-].[K+].[K+].CN(C=O)C. Product: [CH3:33][O:32][C:30](=[O:31])[C@H:29]([CH3:34])[N:15]([C:10]1[CH:11]=[CH:12][CH:13]=[CH:14][C:9]=1[O:8][CH2:1][C:2]1[CH:3]=[CH:4][CH:5]=[CH:6][CH:7]=1)[S:16]([C:19]1[CH:24]=[CH:23][CH:22]=[C:21]([N+:25]([O-:27])=[O:26])[CH:20]=1)(=[O:18])=[O:17]. The catalyst class is: 6. (6) Reactant: I([O-])(=O)(=O)=O.[Na+].[CH2:7]([O:9][C:10]([N:12]1[CH2:17][CH2:16][C:15]2[N:18]=[C:19]([CH:21]([OH:30])C(O)C3C=CC=CC=3)[O:20][C:14]=2[CH2:13]1)=[O:11])[CH3:8].CO. Product: [CH2:7]([O:9][C:10]([N:12]1[CH2:17][CH2:16][C:15]2[N:18]=[C:19]([CH:21]=[O:30])[O:20][C:14]=2[CH2:13]1)=[O:11])[CH3:8]. The catalyst class is: 20. (7) Reactant: [C:1]([OH:9])(=[O:8])[C:2]([CH2:4][C:5](O)=[O:6])=[CH2:3].[CH3:10][C:11]1[CH:17]=[CH:16][C:15]([N+:18]([O-:20])=[O:19])=[CH:14][C:12]=1[NH2:13]. Product: [CH3:10][C:11]1[CH:17]=[CH:16][C:15]([N+:18]([O-:20])=[O:19])=[CH:14][C:12]=1[N:13]1[C:5](=[O:6])[CH2:4][CH:2]([C:1]([OH:9])=[O:8])[CH2:3]1. The catalyst class is: 74.